The task is: Regression. Given a peptide amino acid sequence and an MHC pseudo amino acid sequence, predict their binding affinity value. This is MHC class I binding data.. This data is from Peptide-MHC class I binding affinity with 185,985 pairs from IEDB/IMGT. The MHC is HLA-B27:03 with pseudo-sequence HLA-B27:03. The binding affinity (normalized) is 0.0847. The peptide sequence is FMVYVPLPA.